Task: Regression. Given two drug SMILES strings and cell line genomic features, predict the synergy score measuring deviation from expected non-interaction effect.. Dataset: NCI-60 drug combinations with 297,098 pairs across 59 cell lines (1) Drug 1: CN1C(=O)N2C=NC(=C2N=N1)C(=O)N. Drug 2: CC1=C(N=C(N=C1N)C(CC(=O)N)NCC(C(=O)N)N)C(=O)NC(C(C2=CN=CN2)OC3C(C(C(C(O3)CO)O)O)OC4C(C(C(C(O4)CO)O)OC(=O)N)O)C(=O)NC(C)C(C(C)C(=O)NC(C(C)O)C(=O)NCCC5=NC(=CS5)C6=NC(=CS6)C(=O)NCCC[S+](C)C)O. Cell line: OVCAR-8. Synergy scores: CSS=28.8, Synergy_ZIP=-9.91, Synergy_Bliss=-3.40, Synergy_Loewe=-46.9, Synergy_HSA=-2.08. (2) Drug 2: C1=CC=C(C=C1)NC(=O)CCCCCCC(=O)NO. Drug 1: C1C(C(OC1N2C=C(C(=O)NC2=O)F)CO)O. Cell line: NCI-H322M. Synergy scores: CSS=2.17, Synergy_ZIP=-0.426, Synergy_Bliss=-2.52, Synergy_Loewe=-5.25, Synergy_HSA=-5.09.